Dataset: Reaction yield outcomes from USPTO patents with 853,638 reactions. Task: Predict the reaction yield, written as a fraction of the theoretical maximum amount of product (1.0 means a 100% yield; for example, 0.34 means a 34% yield). (1) The yield is 0.250. The catalyst is CCOCC. The product is [OH:5][C:6]1[CH:7]=[CH:8][C:9]([C:10]([O:12][CH3:13])=[O:11])=[CH:14][C:15]=1[C:24]([CH3:28])([CH:25]=[CH2:20])[CH3:23]. The reactants are CC(C)=CC[O:5][C:6]1[CH:15]=[CH:14][C:9]([C:10]([O:12][CH3:13])=[O:11])=[CH:8][CH:7]=1.C(N(CC)[C:20]1[CH:25]=[CH:24][CH:23]=CC=1)C.[CH3:28]/C(/O[Si](C)(C)C)=N\[Si](C)(C)C. (2) The reactants are Cl[C:2]1[N:7]=[C:6]([NH:8][CH2:9][C:10]2[CH:11]=[N:12][CH:13]=[CH:14][CH:15]=2)[C:5]([F:16])=[CH:4][N:3]=1.[NH2:17][C:18]1[CH:19]=[C:20]([OH:24])[CH:21]=[CH:22][CH:23]=1. No catalyst specified. The product is [F:16][C:5]1[C:6]([NH:8][CH2:9][C:10]2[CH:11]=[N:12][CH:13]=[CH:14][CH:15]=2)=[N:7][C:2]([NH:17][C:18]2[CH:23]=[CH:22][CH:21]=[C:20]([OH:24])[CH:19]=2)=[N:3][CH:4]=1. The yield is 0.430. (3) The reactants are [C:1]([N:4]1[C:12]2[C:7](=[CH:8][C:9]([O:13][CH3:14])=[CH:10][CH:11]=2)[C:6]([CH3:16])([CH3:15])[CH2:5]1)(=[O:3])[CH3:2].[N+:17]([O-])([O-:19])=[O:18].[K+].O. The catalyst is FC(F)(F)C(O)=O. The product is [C:1]([N:4]1[C:12]2[C:7](=[CH:8][C:9]([O:13][CH3:14])=[C:10]([N+:17]([O-:19])=[O:18])[CH:11]=2)[C:6]([CH3:16])([CH3:15])[CH2:5]1)(=[O:3])[CH3:2]. The yield is 0.870.